From a dataset of Experimentally validated miRNA-target interactions with 360,000+ pairs, plus equal number of negative samples. Binary Classification. Given a miRNA mature sequence and a target amino acid sequence, predict their likelihood of interaction. (1) The miRNA is ath-miR164b-5p with sequence UGGAGAAGCAGGGCACGUGCA. The protein sequence of the target gene is MVEADRPGKLFIGGLNTETNEKALEAVFGKYGRIVEVLLMKDRETNKSRGFAFVTFESPADAKDAARDMNGKSLDGKAIKVEQATKPSFESGRRGLPPPPRSRGPPRGLRGGRGGSGGTRGPPSRGGHMDDGGYSMNFTMSSSRGPLPVKRGPPPRSGGPPPKRSAPSGPVRSSSGLGGRAPVSRGRDGYGGPPRREPLPSRRDVYLSPRDDGYSTKDSYSSREYPSSRDTRDYAPPPRDYTYRDYGHSSSRDDYPSRGYSDRDGYGRDRDYSDHPSGGSYRDSYESYGNSRSAPPTRGP.... Result: 0 (no interaction). (2) The miRNA is hsa-miR-19b-3p with sequence UGUGCAAAUCCAUGCAAAACUGA. The protein sequence of the target gene is MIVFVRFNSSHGFPVEVDSDTSIFQLKEVVAKRQGVPADQLRVIFAGKELRNDWTVQNCDLDQQSIVHIVQRPWRKGQEMNATGGDDPRNAAGGCEREPQSLTRVDLSSSVLPGDSVGLAVILHTDSRKDSPPAGSPAGRSIYNSFYVYCKGPCQRVQPGKLRVQCSTCRQATLTLTQGPSCWDDVLIPNRMSGECQSPHCPGTSAEFFFKCGAHPTSDKETSVALHLIATNSRNITCITCTDVRSPVLVFQCNSRHVICLDCFHLYCVTRLNDRQFVHDPQLGYSLPCVAGCPNSLIKE.... Result: 1 (interaction). (3) The miRNA is hsa-miR-5190 with sequence CCAGUGACUGAGCUGGAGCCA. The protein sequence of the target gene is MHPDLGPLCTLLYVTLTILCSSVSSDLAPYFTSEPLSAVQKLGGPVVLHCSAQPVTTRISWLHNGKTLDGNLEHVKIHQGTLTILSLNSSLLGYYQCLANNSIGAIVSGPATVSVAVLGDFGSSTKHVITAEEKSAGFIGCRVPESNPKAEVRYKIRGKWLEHSTENYLILPSGNLQILNVSLEDKGSYKCAAYNPVTHQLKVEPIGRKLLVSRPSSDDVHILHPTHSQALAVLSRSPVTLECVVSGVPAPQVYWLKDGQDIAPGSNWRRLYSHLATDSVDPADSGNYSCMAGNKSGDVK.... Result: 0 (no interaction). (4) The miRNA is hsa-miR-7153-3p with sequence CACCAUGGACGGUUUACC. The protein sequence of the target gene is MLRQLLLAALCLAGPPAPARACQLPSEWRPLSEGCRAELAETIVYARVLALHPEAPGLYNHLPWQYHAGQGGLFYSAEVEMLCDQAWGSMLEVPAGSRLNLTGLGYFSCHSHTVVQDYSYFFFLRMDENYNLLPHGVNFQDAIFPDTQENRRMFSSLFQFSNCSQGQQLATFSSDWEIQEDSRLMCSSVQKALFEEEDHVKKLQQKVATLEKRNRQLRERVKKVKRSLRQARKKGRHLELANQKLSEKLAAGALPHINARGPVRPPYLRG. Result: 0 (no interaction).